Dataset: Forward reaction prediction with 1.9M reactions from USPTO patents (1976-2016). Task: Predict the product of the given reaction. Given the reactants [Cl:1][C:2]1[CH:10]=[CH:9][C:5]([C:6](Cl)=[O:7])=[CH:4][CH:3]=1.[CH3:11][O:12][C:13]([C@@H:15]1[NH:20][CH2:19][CH2:18][N:17]([C:21]([O:23][C:24]([CH3:27])([CH3:26])[CH3:25])=[O:22])[CH2:16]1)=[O:14].C(N(CC)CC)C.Cl, predict the reaction product. The product is: [CH3:11][O:12][C:13]([C@@H:15]1[N:20]([C:6](=[O:7])[C:5]2[CH:9]=[CH:10][C:2]([Cl:1])=[CH:3][CH:4]=2)[CH2:19][CH2:18][N:17]([C:21]([O:23][C:24]([CH3:27])([CH3:26])[CH3:25])=[O:22])[CH2:16]1)=[O:14].